From a dataset of Oral bioavailability binary classification data from Ma et al.. Regression/Classification. Given a drug SMILES string, predict its absorption, distribution, metabolism, or excretion properties. Task type varies by dataset: regression for continuous measurements (e.g., permeability, clearance, half-life) or binary classification for categorical outcomes (e.g., BBB penetration, CYP inhibition). Dataset: bioavailability_ma. (1) The molecule is COc1ccc2cc([C@H](C)C(=O)O)ccc2c1. The result is 1 (high bioavailability). (2) The compound is C[C@H]1C[C@H]2[C@@H]3CC[C@](O)(C(=O)CO)[C@@]3(C)C[C@H](O)[C@@H]2[C@@]2(C)C=CC(=O)C=C12. The result is 1 (high bioavailability). (3) The compound is CCCCNC(=O)NS(=O)(=O)c1ccc(C)cc1. The result is 1 (high bioavailability). (4) The drug is CCC(CO)NC(=O)[C@@H]1C=C2c3cccc4c3c(cn4C)C[C@H]2N(C)C1. The result is 0 (low bioavailability). (5) The molecule is Cc1ccsc1C(=CCCN1CCC[C@@H](C(=O)O)C1)c1sccc1C. The result is 1 (high bioavailability). (6) The molecule is CC[C@@H](CO)NCCN[C@@H](CC)CO. The result is 1 (high bioavailability). (7) The drug is COc1cc2ncnc(Nc3ccc(F)c(Cl)c3)c2cc1OCCCN1CCOCC1. The result is 1 (high bioavailability).